From a dataset of Blood-brain barrier penetration binary classification data from Martins et al.. Regression/Classification. Given a drug SMILES string, predict its absorption, distribution, metabolism, or excretion properties. Task type varies by dataset: regression for continuous measurements (e.g., permeability, clearance, half-life) or binary classification for categorical outcomes (e.g., BBB penetration, CYP inhibition). Dataset: bbb_martins. (1) The molecule is C[C@]12CC[C@@H]3[C@H]4CCC(=O)C=C4CC[C@H]3[C@@H]1CC[C@@H]2O. The result is 0 (does not penetrate BBB). (2) The drug is COc1ccc(CC(=O)N2CCN(C(C)=O)C[C@@H]2CN2CC[C@@H](O)C2)cc1. The result is 0 (does not penetrate BBB). (3) The compound is CN1C[C@@H]2[C@@H](Cc3ccc(Cl)cc3[C@H]2c2ccccc2)C1. The result is 1 (penetrates BBB).